Dataset: Full USPTO retrosynthesis dataset with 1.9M reactions from patents (1976-2016). Task: Predict the reactants needed to synthesize the given product. (1) Given the product [C:43]([CH2:42][CH2:41][C:10]1[C:11]([CH2:15][CH2:16][CH2:17][CH2:18][CH2:19][CH2:20][O:21][C:22]2[CH:23]=[C:24]([C:31]3[CH:36]=[CH:35][C:34]([S:37]([CH3:40])(=[O:38])=[O:39])=[CH:33][CH:32]=3)[CH:25]=[C:26]([CH2:28][O:29][CH3:30])[CH:27]=2)=[CH:12][CH:13]=[CH:14][C:9]=1[O:8][CH2:7][CH2:6][CH2:5][C:4]([OH:48])=[O:3])([OH:45])=[O:44], predict the reactants needed to synthesize it. The reactants are: C([O:3][C:4](=[O:48])[CH2:5][CH2:6][CH2:7][O:8][C:9]1[CH:14]=[CH:13][CH:12]=[C:11]([CH2:15][CH2:16][CH2:17][CH2:18][CH2:19][CH2:20][O:21][C:22]2[CH:23]=[C:24]([C:31]3[CH:36]=[CH:35][C:34]([S:37]([CH3:40])(=[O:39])=[O:38])=[CH:33][CH:32]=3)[CH:25]=[C:26]([CH2:28][O:29][CH3:30])[CH:27]=2)[C:10]=1[CH2:41][CH2:42][C:43]([O:45]CC)=[O:44])C.[OH-].[Na+]. (2) Given the product [CH:1]1([N:7]2[C:22](=[O:23])[CH2:21][C:20](=[O:25])[N:15]([CH:10]3[CH2:14][CH2:13][CH2:12][CH2:11]3)[C:8]2=[O:9])[CH2:6][CH2:5][CH2:4][CH2:3][CH2:2]1, predict the reactants needed to synthesize it. The reactants are: [CH:1]1([N:7]=[C:8]=[O:9])[CH2:6][CH2:5][CH2:4][CH2:3][CH2:2]1.[CH:10]1([NH2:15])[CH2:14][CH2:13][CH2:12][CH2:11]1.NC(N)=O.[C:20](Cl)(=[O:25])[CH2:21][C:22](Cl)=[O:23]. (3) Given the product [Br:1][C:2]1[CH:3]=[CH:4][C:5]2[N:6]([C:8]([C:11]([NH:19][CH2:17][CH3:18])=[O:13])=[CH:9][N:10]=2)[CH:7]=1, predict the reactants needed to synthesize it. The reactants are: [Br:1][C:2]1[CH:3]=[CH:4][C:5]2[N:6]([C:8]([C:11]([O:13]CC)=O)=[CH:9][N:10]=2)[CH:7]=1.O.[CH2:17]([NH2:19])[CH3:18].